Dataset: Full USPTO retrosynthesis dataset with 1.9M reactions from patents (1976-2016). Task: Predict the reactants needed to synthesize the given product. The reactants are: O.O=[Al]O[Al]=O.O=[Si]=O.F[C:11]1[C:19](F)=[C:18](F)[C:17](F)=[C:16]2[C:12]=1[CH:13]=[CH:14][NH:15]2. Given the product [NH:15]1[C:16]2[C:12](=[CH:11][CH:19]=[CH:18][CH:17]=2)[CH:13]=[CH:14]1, predict the reactants needed to synthesize it.